Task: Regression/Classification. Given a drug SMILES string, predict its absorption, distribution, metabolism, or excretion properties. Task type varies by dataset: regression for continuous measurements (e.g., permeability, clearance, half-life) or binary classification for categorical outcomes (e.g., BBB penetration, CYP inhibition). For this dataset (ppbr_az), we predict Y.. Dataset: Plasma protein binding rate (PPBR) regression data from AstraZeneca (1) The molecule is CC(C)(C)[C@@H](O)C(=O)N1CCC[C@H]1C(=O)NCc1cc(Cl)ccc1CN. The Y is 42.0 %. (2) The molecule is O=CNc1cc([C@@H](O)CNCCc2ccc(NC[C@H](O)c3ccccc3)cc2)ccc1O. The Y is 71.5 %. (3) The compound is O=C(C1CCN(c2nnc(-n3cccc3)s2)CC1)N1CCN(Cc2ccc3c(c2)OCO3)CC1. The Y is 95.5 %. (4) The Y is 55.7 %. The molecule is COc1cc2c(Nc3ccc(F)cc3F)c(C(N)=O)cnc2cc1NCCN(C)C. (5) The molecule is COc1cc(Nc2cc(N3CCOCC3)nc(N[C@@H](C)c3ncc(F)cn3)n2)n[nH]1. The Y is 72.5 %. (6) The molecule is Cc1ncccc1Oc1ncnc(OC2CCN(C(=O)OC(C)C)CC2)c1C. The Y is 99.2 %.